Dataset: TCR-epitope binding with 47,182 pairs between 192 epitopes and 23,139 TCRs. Task: Binary Classification. Given a T-cell receptor sequence (or CDR3 region) and an epitope sequence, predict whether binding occurs between them. (1) The epitope is IYSKHTPINL. The TCR CDR3 sequence is CASSYPKLEIEQFF. Result: 1 (the TCR binds to the epitope). (2) Result: 0 (the TCR does not bind to the epitope). The TCR CDR3 sequence is CASSQGPVGTEAFF. The epitope is VLAWLYAAV. (3) The epitope is ILKEPVHGV. The TCR CDR3 sequence is CASSVGELAGGIDTQYF. Result: 0 (the TCR does not bind to the epitope). (4) The epitope is IVTDFSVIK. The TCR CDR3 sequence is CASSSVGGGGDTQYF. Result: 1 (the TCR binds to the epitope). (5) The epitope is SGPLKAEIAQRLED. The TCR CDR3 sequence is CASRHTGGELFF. Result: 0 (the TCR does not bind to the epitope). (6) The epitope is LLQTGIHVRVSQPSL. The TCR CDR3 sequence is CASSQDGTGISTGELFF. Result: 1 (the TCR binds to the epitope). (7) The epitope is HLVDFQVTI. The TCR CDR3 sequence is CASSPGQGTTYGYTF. Result: 1 (the TCR binds to the epitope).